This data is from Reaction yield outcomes from USPTO patents with 853,638 reactions. The task is: Predict the reaction yield, written as a fraction of the theoretical maximum amount of product (1.0 means a 100% yield; for example, 0.34 means a 34% yield). (1) The reactants are Cl.[Cl:2][C:3]1[CH:8]=[CH:7][C:6]([C@@H:9]([CH2:13][NH:14][CH2:15][CH:16]2[CH2:18][CH2:17]2)[C:10]([OH:12])=[O:11])=[CH:5][CH:4]=1.CC#N.O.O.O.O.O.[OH-].C[N+](C)(C)C.[CH3:33][C:34]([O:37][C:38](O[C:38]([O:37][C:34]([CH3:36])([CH3:35])[CH3:33])=[O:39])=[O:39])([CH3:36])[CH3:35]. The catalyst is O. The product is [C:34]([O:37][C:38]([N:14]([CH2:15][CH:16]1[CH2:18][CH2:17]1)[CH2:13][C@H:9]([C:6]1[CH:5]=[CH:4][C:3]([Cl:2])=[CH:8][CH:7]=1)[C:10]([OH:12])=[O:11])=[O:39])([CH3:36])([CH3:35])[CH3:33]. The yield is 0.730. (2) The reactants are Cl.C([O:9][C:10]1[CH:19]=[C:18]2[C:13]([C:14]([NH:20][C:21]3[CH:26]=[CH:25][C:24]([Br:27])=[CH:23][C:22]=3[F:28])=[N:15][CH:16]=[N:17]2)=[CH:12][C:11]=1[O:29][CH3:30])C1C=CC=CC=1. The catalyst is C(O)(C(F)(F)F)=O. The product is [Br:27][C:24]1[CH:25]=[CH:26][C:21]([NH:20][C:14]2[C:13]3[C:18](=[CH:19][C:10]([OH:9])=[C:11]([O:29][CH3:30])[CH:12]=3)[N:17]=[CH:16][N:15]=2)=[C:22]([F:28])[CH:23]=1. The yield is 0.820.